Dataset: Catalyst prediction with 721,799 reactions and 888 catalyst types from USPTO. Task: Predict which catalyst facilitates the given reaction. (1) Reactant: [CH2:1]([N:8]1[C:17](=[O:18])[C:16]2[C:11](=[CH:12][C:13]([Cl:19])=[CH:14][CH:15]=2)[N:10]=[C:9]1[CH:20]([N:26]([C:38](=[O:46])[C:39]1[CH:44]=[CH:43][C:42]([CH3:45])=[CH:41][CH:40]=1)[CH2:27][CH2:28][CH2:29][NH:30]C(=O)OC(C)(C)C)[C:21]([N:23]([CH3:25])[CH3:24])=[O:22])[C:2]1[CH:7]=[CH:6][CH:5]=[CH:4][CH:3]=1.FC(F)(F)C(O)=O. Product: [NH2:30][CH2:29][CH2:28][CH2:27][N:26]([CH:20]([C:9]1[N:8]([CH2:1][C:2]2[CH:7]=[CH:6][CH:5]=[CH:4][CH:3]=2)[C:17](=[O:18])[C:16]2[C:11](=[CH:12][C:13]([Cl:19])=[CH:14][CH:15]=2)[N:10]=1)[C:21]([N:23]([CH3:25])[CH3:24])=[O:22])[C:38](=[O:46])[C:39]1[CH:40]=[CH:41][C:42]([CH3:45])=[CH:43][CH:44]=1. The catalyst class is: 2. (2) Reactant: [Cl:1][C:2]1[CH:7]=[C:6]([O:8][CH2:9][CH2:10][CH2:11][OH:12])[C:5]([NH:13]C(=O)C(C)(C)C)=[C:4]([CH:20]([C:22]2[CH:27]=[CH:26][CH:25]=[C:24]([O:28][CH3:29])[C:23]=2[O:30][CH3:31])[OH:21])[CH:3]=1.[OH-].[K+]. Product: [NH2:13][C:5]1[C:4]([CH:20]([C:22]2[CH:27]=[CH:26][CH:25]=[C:24]([O:28][CH3:29])[C:23]=2[O:30][CH3:31])[OH:21])=[CH:3][C:2]([Cl:1])=[CH:7][C:6]=1[O:8][CH2:9][CH2:10][CH2:11][OH:12]. The catalyst class is: 8. (3) Reactant: [OH-:1].[Na+:2].CN(C=[O:7])C.[CH:8]1[N:12]=[CH:11][N:10]([CH2:13][C:14]([P:20]([OH:23])([OH:22])=[O:21])([P:16]([OH:19])([OH:18])=[O:17])[OH:15])[CH:9]=1.CO. Product: [CH:8]1[N:12]=[CH:11][N:10]([CH2:13][C:14]([P:16]([O-:19])([OH:18])=[O:17])([P:20]([O-:22])([OH:23])=[O:21])[OH:15])[CH:9]=1.[OH2:7].[OH2:1].[OH2:7].[OH2:7].[Na+:2].[Na+:2]. The catalyst class is: 6. (4) Reactant: [CH2:1]([O:3][C:4]([C:6]1[C:11]([Cl:12])=[N:10][C:9]2=[N:13][N:14]([CH2:16][C:17]3[CH:22]=[CH:21][C:20]([O:23][CH3:24])=[CH:19][CH:18]=3)[CH:15]=[C:8]2[C:7]=1Cl)=[O:5])[CH3:2].[NH3:26]. Product: [CH2:1]([O:3][C:4]([C:6]1[C:11]([Cl:12])=[N:10][C:9]2=[N:13][N:14]([CH2:16][C:17]3[CH:22]=[CH:21][C:20]([O:23][CH3:24])=[CH:19][CH:18]=3)[CH:15]=[C:8]2[C:7]=1[NH2:26])=[O:5])[CH3:2]. The catalyst class is: 301. (5) The catalyst class is: 11. Reactant: [OH:1][CH2:2][CH:3]1[CH:12]([NH:13][S:14]([CH2:17][CH3:18])(=[O:16])=[O:15])[CH2:11][CH2:10][C:5]2([O:9][CH2:8][CH2:7][O:6]2)[CH2:4]1.[N:19]1([C:24]2[CH:29]=[CH:28][C:27](O)=[CH:26][CH:25]=2)[CH:23]=[CH:22][CH:21]=[N:20]1.C1CCN(C(N=NC(N2CCCCC2)=O)=O)CC1.P(CCCC)(CCCC)CCCC. Product: [N:19]1([C:24]2[CH:25]=[CH:26][C:27]([O:1][CH2:2][C@H:3]3[C@H:12]([NH:13][S:14]([CH2:17][CH3:18])(=[O:16])=[O:15])[CH2:11][CH2:10][C:5]4([O:9][CH2:8][CH2:7][O:6]4)[CH2:4]3)=[CH:28][CH:29]=2)[CH:23]=[CH:22][CH:21]=[N:20]1. (6) Reactant: [Cl:1][C:2]1[C:7]([CH2:8][C:9]([O:11][CH3:12])=[O:10])=[C:6]([NH:13][CH2:14][CH:15](OC)OC)[N:5]=[C:4]([CH2:20][C:21]2[CH:26]=[CH:25][C:24]([N+:27]([O-:29])=[O:28])=[CH:23][CH:22]=2)[N:3]=1.FC(F)(F)C(O)=O.ClCCl.FC(F)(F)C(OC(=O)C(F)(F)F)=O. Product: [Cl:1][C:2]1[N:3]=[C:4]([CH2:20][C:21]2[CH:26]=[CH:25][C:24]([N+:27]([O-:29])=[O:28])=[CH:23][CH:22]=2)[N:5]2[CH:15]=[CH:14][N:13]=[C:6]2[C:7]=1[CH2:8][C:9]([O:11][CH3:12])=[O:10]. The catalyst class is: 6.